From a dataset of Forward reaction prediction with 1.9M reactions from USPTO patents (1976-2016). Predict the product of the given reaction. (1) Given the reactants Br[C:2]1[CH:14]=[CH:13][C:12]2[C:11]3[C:6](=[CH:7][C:8](Br)=[CH:9][CH:10]=3)[C:5]([F:17])([F:16])[C:4]=2[CH:3]=1.C([Sn](CCCC)(CCCC)C([O:25][CH2:26][CH3:27])=C)CCC.[O:36]1CCO[CH2:38][CH2:37]1, predict the reaction product. The product is: [F:16][C:5]1([F:17])[C:6]2[CH:7]=[C:8]([C:37](=[O:36])[CH3:38])[CH:9]=[CH:10][C:11]=2[C:12]2[C:4]1=[CH:3][C:2]([C:26](=[O:25])[CH3:27])=[CH:14][CH:13]=2. (2) Given the reactants Br[C:2]1[CH:3]=[CH:4][C:5]2[O:14][CH2:13][CH2:12][C:11]3[S:10][C:9]([C:15]4[N:16]([CH:20]([CH3:22])[CH3:21])[N:17]=[CH:18][N:19]=4)=[N:8][C:7]=3[C:6]=2[CH:23]=1.[CH3:24][S:25]([C:28]1[CH:33]=[CH:32][C:31](B(O)O)=[CH:30][CH:29]=1)(=[O:27])=[O:26], predict the reaction product. The product is: [CH:20]([N:16]1[C:15]([C:9]2[S:10][C:11]3[CH2:12][CH2:13][O:14][C:5]4[CH:4]=[CH:3][C:2]([C:31]5[CH:32]=[CH:33][C:28]([S:25]([CH3:24])(=[O:27])=[O:26])=[CH:29][CH:30]=5)=[CH:23][C:6]=4[C:7]=3[N:8]=2)=[N:19][CH:18]=[N:17]1)([CH3:22])[CH3:21]. (3) Given the reactants C([O-])([O-])=O.[Cs+].[Cs+].Br[C:8]1[CH:21]=[C:20]2[C:11]([CH2:12][C:13]3([C:19]2=[O:22])[CH2:18][CH2:17][O:16][CH2:15][CH2:14]3)=[CH:10][CH:9]=1.[C:23]([C:25]1[CH:26]=[C:27](B(O)O)[CH:28]=[CH:29][CH:30]=1)#[N:24].N#N, predict the reaction product. The product is: [O:22]=[C:19]1[C:13]2([CH2:18][CH2:17][O:16][CH2:15][CH2:14]2)[CH2:12][C:11]2[C:20]1=[CH:21][C:8]([C:29]1[CH:30]=[C:25]([CH:26]=[CH:27][CH:28]=1)[C:23]#[N:24])=[CH:9][CH:10]=2. (4) Given the reactants C(OC(=O)[N:10]([CH2:20][C@H:21]([NH:27][C:28](=[O:44])[CH2:29][C:30](=[O:43])[NH:31][C:32]1[CH:37]=[C:36]([C:38]([F:41])([F:40])[F:39])[CH:35]=[C:34]([NH2:42])[CH:33]=1)[C@@H:22]([OH:26])[CH2:23][CH2:24][CH3:25])[CH2:11][C:12]1[CH:17]=[CH:16][C:15]([CH3:18])=[CH:14][C:13]=1[CH3:19])C1C=CC=CC=1.[CH:46](=O)[CH2:47][CH3:48].C([BH3-])#N.[Na+], predict the reaction product. The product is: [CH3:19][C:13]1[CH:14]=[C:15]([CH3:18])[CH:16]=[CH:17][C:12]=1[CH2:11][NH:10][CH2:20][C@H:21]([NH:27][C:28](=[O:44])[CH2:29][C:30]([NH:31][C:32]1[CH:37]=[C:36]([C:38]([F:41])([F:39])[F:40])[CH:35]=[C:34]([NH:42][CH2:46][CH2:47][CH3:48])[CH:33]=1)=[O:43])[C@@H:22]([OH:26])[CH2:23][CH2:24][CH3:25]. (5) Given the reactants [C:1]([C:3]1[CH:8]=[CH:7][C:6]([NH:9][CH:10]([C:15]2[CH:20]=[C:19]([OH:21])[CH:18]=[C:17]([O:22][CH2:23][CH3:24])[CH:16]=2)[C:11]([O:13][CH3:14])=[O:12])=[CH:5][CH:4]=1)#[N:2].[F:25][C:26]([F:39])([F:38])[S:27](O[S:27]([C:26]([F:39])([F:38])[F:25])(=[O:29])=[O:28])(=[O:29])=[O:28].C(N(CC)CC)C, predict the reaction product. The product is: [C:1]([C:3]1[CH:8]=[CH:7][C:6]([NH:9][CH:10]([C:15]2[CH:20]=[C:19]([O:21][S:27]([C:26]([F:39])([F:38])[F:25])(=[O:29])=[O:28])[CH:18]=[C:17]([O:22][CH2:23][CH3:24])[CH:16]=2)[C:11]([O:13][CH3:14])=[O:12])=[CH:5][CH:4]=1)#[N:2]. (6) Given the reactants C([O-])(=O)C(C)=O.C(=O)C.[CH2:10]([OH:14])[CH2:11][CH:12]=[CH2:13].C=CC=C.O[CH:20]([CH3:27])[CH2:21][C:22](=[O:26])[C:23]([O-:25])=[O:24].O=C(C=CC)C([O-])=O, predict the reaction product. The product is: [O:26]=[C:22]([CH:21]=[CH:20][CH3:27])[C:23]([O-:25])=[O:24].[CH:10](=[O:14])[CH2:11][CH:12]=[CH2:13]. (7) Given the reactants CN1C2=NC=C([N+]([O-])=O)C(C)=C2C(C2CCN(C(OC(C)(C)C)=O)CC=2)=C1.C1(C(Cl)=O)CCCC1.[NH2:36][C:37]1[C:38]([CH3:60])=[C:39]2[C:45]([CH:46]3[CH2:51][CH2:50][N:49]([C:52]([CH:54]4[CH2:58][CH2:57][CH2:56][CH2:55]4)=[O:53])[CH2:48][CH2:47]3)=[CH:44][N:43]([CH3:59])[C:40]2=[N:41][CH:42]=1.[C:61]([C:63]1[CH:64]=[C:65]([CH:69]=[C:70]([O:72][CH3:73])[CH:71]=1)[C:66](O)=[O:67])#[N:62].[I-].ClCC1C=CC=C[NH+]=1.CCN(C(C)C)C(C)C, predict the reaction product. The product is: [C:61]([C:63]1[CH:64]=[C:65]([CH:69]=[C:70]([O:72][CH3:73])[CH:71]=1)[C:66]([NH:36][C:37]1[C:38]([CH3:60])=[C:39]2[C:45]([CH:46]3[CH2:47][CH2:48][N:49]([C:52]([CH:54]4[CH2:55][CH2:56][CH2:57][CH2:58]4)=[O:53])[CH2:50][CH2:51]3)=[CH:44][N:43]([CH3:59])[C:40]2=[N:41][CH:42]=1)=[O:67])#[N:62]. (8) Given the reactants [CH3:1][S:2]([C:5]1[CH:10]=[CH:9][N:8]=[C:7]([N:11]2[C:18]3[C@@H:17]4[CH2:19][C@@H:16]4[CH2:15][C:14]=3[C:13]([C:20](O)=[O:21])=[N:12]2)[CH:6]=1)(=[O:4])=[O:3].[NH2:23][C@@H:24]([C:27]([CH3:30])([CH3:29])[CH3:28])[CH2:25][OH:26], predict the reaction product. The product is: [OH:26][CH2:25][C@@H:24]([NH:23][C:20]([C:13]1[C:14]2[CH2:15][C@H:16]3[CH2:19][C@H:17]3[C:18]=2[N:11]([C:7]2[CH:6]=[C:5]([S:2]([CH3:1])(=[O:3])=[O:4])[CH:10]=[CH:9][N:8]=2)[N:12]=1)=[O:21])[C:27]([CH3:30])([CH3:29])[CH3:28]. (9) Given the reactants [C:1](#[N:3])[CH3:2].C([N-]C(C)C)(C)C.[Li+].[Br:12][C:13]1[CH:14]=[C:15]([CH:18]=[CH:19][CH:20]=1)[CH:16]=[O:17], predict the reaction product. The product is: [Br:12][C:13]1[CH:14]=[C:15]([CH:16]([OH:17])[CH2:2][C:1]#[N:3])[CH:18]=[CH:19][CH:20]=1. (10) Given the reactants [N:1]1[CH:2]=[C:3]([C:10]2[CH:15]=[CH:14][C:13]([C:16]3[N:21]=[N:20][C:19]([N:22]([CH3:33])[CH:23]4[CH2:28][C:27]([CH3:30])([CH3:29])[NH:26][C:25]([CH3:32])([CH3:31])[CH2:24]4)=[CH:18][CH:17]=3)=[C:12]([O:34]C)[CH:11]=2)[N:4]2[CH:9]=[CH:8][N:7]=[CH:6][C:5]=12.B(Br)(Br)Br.Cl, predict the reaction product. The product is: [CH3:33][N:22]([CH:23]1[CH2:28][C:27]([CH3:30])([CH3:29])[NH:26][C:25]([CH3:32])([CH3:31])[CH2:24]1)[C:19]1[N:20]=[N:21][C:16]([C:13]2[CH:14]=[CH:15][C:10]([C:3]3[N:4]4[CH2:9][CH2:8][NH:7][CH2:6][C:5]4=[N:1][CH:2]=3)=[CH:11][C:12]=2[OH:34])=[CH:17][CH:18]=1.